From a dataset of Merck oncology drug combination screen with 23,052 pairs across 39 cell lines. Regression. Given two drug SMILES strings and cell line genomic features, predict the synergy score measuring deviation from expected non-interaction effect. (1) Drug 1: Cn1nnc2c(C(N)=O)ncn2c1=O. Drug 2: NC(=O)c1cccc2cn(-c3ccc(C4CCCNC4)cc3)nc12. Cell line: NCIH2122. Synergy scores: synergy=38.6. (2) Drug 1: CN1C(=O)C=CC2(C)C3CCC4(C)C(NC(=O)OCC(F)(F)F)CCC4C3CCC12. Drug 2: CCC1=CC2CN(C1)Cc1c([nH]c3ccccc13)C(C(=O)OC)(c1cc3c(cc1OC)N(C)C1C(O)(C(=O)OC)C(OC(C)=O)C4(CC)C=CCN5CCC31C54)C2. Cell line: HT29. Synergy scores: synergy=-18.4. (3) Drug 1: Nc1ccn(C2OC(CO)C(O)C2(F)F)c(=O)n1. Drug 2: COC1CC2CCC(C)C(O)(O2)C(=O)C(=O)N2CCCCC2C(=O)OC(C(C)CC2CCC(OP(C)(C)=O)C(OC)C2)CC(=O)C(C)C=C(C)C(O)C(OC)C(=O)C(C)CC(C)C=CC=CC=C1C. Cell line: SKOV3. Synergy scores: synergy=24.8. (4) Drug 1: CC1(c2nc3c(C(N)=O)cccc3[nH]2)CCCN1. Drug 2: CCc1cnn2c(NCc3ccc[n+]([O-])c3)cc(N3CCCCC3CCO)nc12. Cell line: DLD1. Synergy scores: synergy=4.09. (5) Drug 1: NC1CCCCC1N.O=C(O)C(=O)O.[Pt+2]. Drug 2: CNC(=O)c1cc(Oc2ccc(NC(=O)Nc3ccc(Cl)c(C(F)(F)F)c3)cc2)ccn1. Cell line: RKO. Synergy scores: synergy=-10.8.